From a dataset of Forward reaction prediction with 1.9M reactions from USPTO patents (1976-2016). Predict the product of the given reaction. (1) Given the reactants [C:1]([C:3]1[C:4]([CH3:17])=[CH:5][C:6]([CH:13]2[CH2:16][CH2:15][CH2:14]2)=[C:7]([CH:12]=1)[C:8]([NH:10][NH2:11])=[O:9])#[N:2].C([O-])(O)=O.[Na+].Br[C:24]#[N:25], predict the reaction product. The product is: [NH2:25][C:24]1[O:9][C:8]([C:7]2[C:6]([CH:13]3[CH2:16][CH2:15][CH2:14]3)=[CH:5][C:4]([CH3:17])=[C:3]([CH:12]=2)[C:1]#[N:2])=[N:10][N:11]=1. (2) The product is: [Br:25][C:22]1[CH:23]=[C:18]([C:10]2[N:9]([C:3]3[CH:4]=[CH:5][CH:6]=[C:7]([F:8])[C:2]=3[F:1])[C:17]3[CH:16]=[CH:15][N:14]=[CH:13][C:12]=3[N:11]=2)[C:19]([NH2:24])=[N:20][CH:21]=1. Given the reactants [F:1][C:2]1[C:7]([F:8])=[CH:6][CH:5]=[CH:4][C:3]=1[N:9]1[C:17]2[CH:16]=[CH:15][N:14]=[CH:13][C:12]=2[N:11]=[C:10]1[C:18]1[C:19]([NH2:24])=[N:20][CH:21]=[CH:22][CH:23]=1.[Br:25]N1C(=O)CCC1=O.C([O-])(O)=O.[Na+], predict the reaction product. (3) Given the reactants [C:1]([O:5][C:6]([N:8]1[CH2:13][CH2:12][CH:11]([C:14]2[N:18]([C:19]3[CH:24]=[CH:23][C:22]([CH:25]([CH3:27])[CH3:26])=[CH:21][CH:20]=3)[N:17]=[CH:16][C:15]=2[C:28]([O:30]CC)=[O:29])[CH2:10][CH2:9]1)=[O:7])([CH3:4])([CH3:3])[CH3:2].[OH-].[Na+], predict the reaction product. The product is: [C:1]([O:5][C:6]([N:8]1[CH2:13][CH2:12][CH:11]([C:14]2[N:18]([C:19]3[CH:24]=[CH:23][C:22]([CH:25]([CH3:26])[CH3:27])=[CH:21][CH:20]=3)[N:17]=[CH:16][C:15]=2[C:28]([OH:30])=[O:29])[CH2:10][CH2:9]1)=[O:7])([CH3:2])([CH3:4])[CH3:3]. (4) Given the reactants [CH3:1][O:2][C:3]1[CH:12]=[C:11]([O:13][CH3:14])[CH:10]=[C:9]2[C:4]=1[C:5](=[O:37])[NH:6][C:7]([C:15]1[N:20]=[C:19]([C:21]3[CH:31]=[CH:30][C:24]([C:25]([N:27]([CH3:29])[CH3:28])=[O:26])=[CH:23][C:22]=3C)[C:18]([O:33][CH2:34][CH2:35][OH:36])=[CH:17][CH:16]=1)=[N:8]2.[Si](OCCOC1C(C2C=CC(C(N(C)C)=O)=CC=2[Cl:68])=NC(C=O)=CC=1)(C(C)(C)C)(C)C.NC1C=C(OC)C=C(OC)C=1C(N)=O, predict the reaction product. The product is: [Cl:68][C:22]1[CH:23]=[C:24]([CH:30]=[CH:31][C:21]=1[C:19]1[C:18]([O:33][CH2:34][CH2:35][OH:36])=[CH:17][CH:16]=[C:15]([C:7]2[NH:6][C:5](=[O:37])[C:4]3[C:9](=[CH:10][C:11]([O:13][CH3:14])=[CH:12][C:3]=3[O:2][CH3:1])[N:8]=2)[N:20]=1)[C:25]([N:27]([CH3:28])[CH3:29])=[O:26]. (5) Given the reactants [F:1][C:2]1[CH:3]=[C:4]([CH2:9][C:10]([OH:12])=O)[CH:5]=[C:6]([F:8])[CH:7]=1.[NH2:13][CH:14]1[N:20]=[C:19]([C:21]2[CH:26]=[CH:25][CH:24]=[CH:23][CH:22]=2)[C:18]2[CH:27]=[CH:28][CH:29]=[CH:30][C:17]=2[N:16]([CH3:31])[C:15]1=[O:32], predict the reaction product. The product is: [F:8][C:6]1[CH:5]=[C:4]([CH2:9][C:10]([NH:13][CH:14]2[N:20]=[C:19]([C:21]3[CH:26]=[CH:25][CH:24]=[CH:23][CH:22]=3)[C:18]3[CH:27]=[CH:28][CH:29]=[CH:30][C:17]=3[N:16]([CH3:31])[C:15]2=[O:32])=[O:12])[CH:3]=[C:2]([F:1])[CH:7]=1. (6) Given the reactants Cl.[N:2]1[CH:7]=[CH:6][CH:5]=[CH:4][C:3]=1[C:8](Cl)=[O:9].ClC1C(C(F)(F)F)=C[N:15]=C2NC=C(N)C=12, predict the reaction product. The product is: [N:2]1[CH:7]=[CH:6][CH:5]=[CH:4][C:3]=1[C:8]([NH2:15])=[O:9].